From a dataset of Reaction yield outcomes from USPTO patents with 853,638 reactions. Predict the reaction yield, written as a fraction of the theoretical maximum amount of product (1.0 means a 100% yield; for example, 0.34 means a 34% yield). (1) The reactants are [NH2:1][CH:2]1[CH2:11][C:10]2[C:9]([C:12]([O:14][CH3:15])=[O:13])=[CH:8][CH:7]=[C:6]([F:16])[C:5]=2[O:4][CH2:3]1.[F:17][C:18]1[CH:19]=[C:20]2[C:24](=[CH:25][CH:26]=1)[NH:23][CH:22]=[C:21]2[CH2:27][CH2:28][CH:29]=O.C(O)(=O)C.C([BH3-])#N.[Na+]. The catalyst is CO.CCOC(C)=O.CO. The product is [F:16][C:6]1[C:5]2[O:4][CH2:3][CH:2]([NH:1][CH2:29][CH2:28][CH2:27][C:21]3[C:20]4[C:24](=[CH:25][CH:26]=[C:18]([F:17])[CH:19]=4)[NH:23][CH:22]=3)[CH2:11][C:10]=2[C:9]([C:12]([O:14][CH3:15])=[O:13])=[CH:8][CH:7]=1. The yield is 0.890. (2) The reactants are [F:1][C:2]1[CH:3]=[C:4]2[C:12](=[CH:13][CH:14]=1)[NH:11][C:10]1[C:9]([O:15][CH2:16][CH2:17][N:18]([CH3:20])[CH3:19])=[C:8]3[NH:21][C:22]4[CH:23]=[CH:24][C:25]([F:28])=[CH:26][C:27]=4[C:7]3=[CH:6][C:5]2=1.[Br:29]Br.C(Cl)Cl. The catalyst is CN(C=O)C. The product is [Br:29][C:6]1[C:7]2[C:27]3[C:22](=[CH:23][CH:24]=[C:25]([F:28])[CH:26]=3)[NH:21][C:8]=2[C:9]([O:15][CH2:16][CH2:17][N:18]([CH3:19])[CH3:20])=[C:10]2[NH:11][C:12]3[CH:13]=[CH:14][C:2]([F:1])=[CH:3][C:4]=3[C:5]=12. The yield is 0.730. (3) The product is [F:1][C:2]1[C:7]([C:8](=[O:14])[CH2:9][CH3:10])=[CH:6][CH:5]=[C:4]([F:12])[N:3]=1. The reactants are [F:1][C:2]1[C:7]([CH2:8][CH:9](O)[CH3:10])=[CH:6][CH:5]=[C:4]([F:12])[N:3]=1.[Cr](Cl)([O-])(=O)=[O:14].[NH+]1C=CC=CC=1. The catalyst is C(Cl)(Cl)Cl. The yield is 0.770. (4) The reactants are [Cl:1][C:2]1[CH:25]=[CH:24][C:5]([O:6][C:7]2[CH:12]=[CH:11][N:10]=[C:9]3[N:13]([CH2:16][O:17][CH2:18][CH2:19][Si:20]([CH3:23])([CH3:22])[CH3:21])[CH:14]=[CH:15][C:8]=23)=[CH:4][CH:3]=1.C1C(=O)N([Cl:33])C(=O)C1. The catalyst is C1COCC1.CCOC(C)=O.O. The product is [Cl:33][C:15]1[C:8]2[C:9](=[N:10][CH:11]=[CH:12][C:7]=2[O:6][C:5]2[CH:4]=[CH:3][C:2]([Cl:1])=[CH:25][CH:24]=2)[N:13]([CH2:16][O:17][CH2:18][CH2:19][Si:20]([CH3:21])([CH3:22])[CH3:23])[CH:14]=1. The yield is 0.370. (5) The reactants are [Cl:1][C:2]1[S:3][C:4]([C:8]([OH:10])=O)=[C:5]([CH3:7])[N:6]=1.O1CCCC1.C(Cl)(=O)C(Cl)=O.[NH2:22][C:23]1[CH:24]=[C:25]([CH:42]=[CH:43][C:44]=1[CH3:45])[O:26][C:27]1[CH:28]=[CH:29][C:30]2[N:31]([CH:33]=[C:34]([NH:36][C:37]([CH:39]3[CH2:41][CH2:40]3)=[O:38])[N:35]=2)[N:32]=1. The catalyst is CN(C)C=O.CN(C)C(=O)C. The product is [Cl:1][C:2]1[S:3][C:4]([C:8]([NH:22][C:23]2[CH:24]=[C:25]([O:26][C:27]3[CH:28]=[CH:29][C:30]4[N:31]([CH:33]=[C:34]([NH:36][C:37]([CH:39]5[CH2:40][CH2:41]5)=[O:38])[N:35]=4)[N:32]=3)[CH:42]=[CH:43][C:44]=2[CH3:45])=[O:10])=[C:5]([CH3:7])[N:6]=1. The yield is 0.910. (6) The reactants are C[Si]([C:5]#[C:6][C:7]1[NH:11][C:10]([C@@H:12]2[CH2:16][CH2:15][CH2:14][N:13]2[C:17]([O:19][C:20]([CH3:23])([CH3:22])[CH3:21])=[O:18])=[N:9][CH:8]=1)(C)C.C(=O)([O-])[O-].[K+].[K+]. The catalyst is CO. The product is [C:6]([C:7]1[NH:11][C:10]([C@@H:12]2[CH2:16][CH2:15][CH2:14][N:13]2[C:17]([O:19][C:20]([CH3:23])([CH3:22])[CH3:21])=[O:18])=[N:9][CH:8]=1)#[CH:5]. The yield is 0.820.